Dataset: Reaction yield outcomes from USPTO patents with 853,638 reactions. Task: Predict the reaction yield, written as a fraction of the theoretical maximum amount of product (1.0 means a 100% yield; for example, 0.34 means a 34% yield). (1) The reactants are C([Mg]Cl)(C)C.[C:6]([O:10][C:11](=[O:32])[NH:12][C:13]([C:15]1[S:16][C:17]([S:30][CH3:31])=[C:18]([S:20]([C:23]2[CH:28]=[CH:27][CH:26]=[C:25](Br)[CH:24]=2)(=[O:22])=[O:21])[CH:19]=1)=[NH:14])([CH3:9])([CH3:8])[CH3:7].[Li]CCCC.CN(C)[CH:40]=[O:41]. The catalyst is C1COCC1. The product is [C:6]([O:10][C:11](=[O:32])[NH:12][C:13]([C:15]1[S:16][C:17]([S:30][CH3:31])=[C:18]([S:20]([C:23]2[CH:28]=[CH:27][CH:26]=[C:25]([CH:40]=[O:41])[CH:24]=2)(=[O:22])=[O:21])[CH:19]=1)=[NH:14])([CH3:9])([CH3:8])[CH3:7]. The yield is 0.750. (2) The reactants are Br[C:2]1[CH:3]=[C:4]2[C:8](=[CH:9][CH:10]=1)[NH:7][N:6]=[C:5]2/[CH:11]=[CH:12]/[C:13]1[CH:14]=[N:15][CH:16]=[CH:17][CH:18]=1.[H-].[Na+].C([Li])CCC.CN(C)[CH:28]=[O:29].C(=O)(O)[O-].[Na+]. The yield is 0.560. The product is [CH:28]([C:2]1[CH:3]=[C:4]2[C:8](=[CH:9][CH:10]=1)[NH:7][N:6]=[C:5]2/[CH:11]=[CH:12]/[C:13]1[CH:14]=[N:15][CH:16]=[CH:17][CH:18]=1)=[O:29]. The catalyst is O1CCCC1. (3) The reactants are [Si]([O:8][C:9]1[CH:14]=[CH:13][C:12]([NH:15][C:16]2[NH:20][N:19]=[CH:18][CH:17]=2)=[CH:11][CH:10]=1)(C(C)(C)C)(C)C.N12CCCN=C1CCCCC2.[C:32]([C:34]1[CH:39]=[CH:38][CH:37]=[CH:36][C:35]=1[C:40]1[CH:45]=[CH:44][C:43]([CH2:46][CH:47]([C:53](=O)[CH2:54][CH2:55][CH3:56])[C:48](OCC)=[O:49])=[CH:42][CH:41]=1)#[N:33].[F-].C([N+](CCCC)(CCCC)CCCC)CCC.[Cl-].[NH4+]. The yield is 0.790. The catalyst is CCN(C1C=CC=CC=1)CC.C(OCC)(=O)C.O1CCCC1. The product is [OH:8][C:9]1[CH:10]=[CH:11][C:12]([N:15]2[C:48](=[O:49])[C:47]([CH2:46][C:43]3[CH:44]=[CH:45][C:40]([C:35]4[C:34]([C:32]#[N:33])=[CH:39][CH:38]=[CH:37][CH:36]=4)=[CH:41][CH:42]=3)=[C:53]([CH2:54][CH2:55][CH3:56])[N:20]3[N:19]=[CH:18][CH:17]=[C:16]23)=[CH:13][CH:14]=1. (4) The catalyst is CC(N(C)C)=O.C1C=CC([P]([Pd]([P](C2C=CC=CC=2)(C2C=CC=CC=2)C2C=CC=CC=2)([P](C2C=CC=CC=2)(C2C=CC=CC=2)C2C=CC=CC=2)[P](C2C=CC=CC=2)(C2C=CC=CC=2)C2C=CC=CC=2)(C2C=CC=CC=2)C2C=CC=CC=2)=CC=1. The product is [NH2:24][C:25]1[S:26][C:27]([C:2]2[C:3]3[S:17][CH:16]=[CH:15][C:4]=3[N:5]=[C:6]([C:8]3[CH:9]=[C:10]([OH:14])[CH:11]=[CH:12][CH:13]=3)[N:7]=2)=[CH:28][N:29]=1. The reactants are Br[C:2]1[C:3]2[S:17][CH:16]=[CH:15][C:4]=2[N:5]=[C:6]([C:8]2[CH:9]=[C:10]([OH:14])[CH:11]=[CH:12][CH:13]=2)[N:7]=1.C(OC(=O)[NH:24][C:25]1[S:26][C:27]([Sn](CCCC)(CCCC)CCCC)=[CH:28][N:29]=1)(C)(C)C. The yield is 0.220. (5) The reactants are [NH2:1][C:2]1[C:7]([C:8]#[N:9])=[C:6]([CH:10]2[CH2:15][CH2:14][CH2:13][N:12](C(OC(C)(C)C)=O)[CH2:11]2)[CH:5]=[C:4]([C:23]2[CH:28]=[CH:27][CH:26]=[CH:25][C:24]=2[OH:29])[N:3]=1.[ClH:30]. The catalyst is O1CCOCC1. The product is [ClH:30].[NH2:1][C:2]1[N:3]=[C:4]([C:23]2[CH:28]=[CH:27][CH:26]=[CH:25][C:24]=2[OH:29])[CH:5]=[C:6]([CH:10]2[CH2:15][CH2:14][CH2:13][NH:12][CH2:11]2)[C:7]=1[C:8]#[N:9]. The yield is 0.530. (6) The reactants are BrC1C=C(C=CC=1)C=O.[Br:10][C:11]1[CH:12]=[CH:13][C:14]([N+:19]([O-:21])=[O:20])=[C:15]([CH:18]=1)[CH:16]=[O:17].[N+]([O-])([O-])=O.[K+].BrC1C=C(C=CC=1)C=O. The catalyst is S(=O)(=O)(O)O. The product is [Br:10][C:11]1[CH:12]=[CH:13][C:14]([N+:19]([O-:21])=[O:20])=[C:15]([CH:18]=1)[CH:16]=[O:17]. The yield is 0.510. (7) The reactants are [F:1][C:2]([F:11])([F:10])[C:3]1[CH:4]=[CH:5][C:6]([OH:9])=[CH:7][CH:8]=1.C(=O)([O-])[O-].[Cs+].[Cs+].I[C:19]1[CH:26]=[CH:25][C:22]([C:23]#[N:24])=[CH:21][CH:20]=1.Cl.CN(C)CC(O)=O. The catalyst is [Cu]I. The product is [F:1][C:2]([F:10])([F:11])[C:3]1[CH:4]=[CH:5][C:6]([O:9][C:19]2[CH:26]=[CH:25][C:22]([C:23]#[N:24])=[CH:21][CH:20]=2)=[CH:7][CH:8]=1. The yield is 0.500.